From a dataset of Full USPTO retrosynthesis dataset with 1.9M reactions from patents (1976-2016). Predict the reactants needed to synthesize the given product. (1) Given the product [F:1][C:2]1[CH:3]=[C:4]2[C:8](=[CH:9][C:10]=1[F:11])[NH:7][CH:6]=[C:5]2[CH2:12][C:13]([OH:15])=[O:14], predict the reactants needed to synthesize it. The reactants are: [F:1][C:2]1[CH:3]=[C:4]2[C:8](=[CH:9][C:10]=1[F:11])[NH:7][CH:6]=[C:5]2[CH2:12][C:13]([O:15]C)=[O:14].FC(F)(F)C1C=C2C(=CC=1)NC=C2CC(OC)=O. (2) Given the product [NH2:12][C:6]1[C:5]2[C:9](=[CH:10][C:2]([C:33]3[CH:34]=[CH:35][C:30]([S:27]([N:24]4[CH2:25][CH2:26][C:20]5([O:19][CH2:18][C:17](=[O:45])[N:16]([CH:13]6[CH2:14][CH2:15]6)[CH2:21]5)[CH2:22][CH2:23]4)(=[O:29])=[O:28])=[CH:31][CH:32]=3)=[CH:3][CH:4]=2)[N:8]([CH3:11])[N:7]=1, predict the reactants needed to synthesize it. The reactants are: Br[C:2]1[CH:10]=[C:9]2[C:5]([C:6]([NH2:12])=[N:7][N:8]2[CH3:11])=[CH:4][CH:3]=1.[CH:13]1([N:16]2[CH2:21][C:20]3([CH2:26][CH2:25][N:24]([S:27]([C:30]4[CH:35]=[CH:34][C:33](B5OC(C)(C)C(C)(C)O5)=[CH:32][CH:31]=4)(=[O:29])=[O:28])[CH2:23][CH2:22]3)[O:19][CH2:18][C:17]2=[O:45])[CH2:15][CH2:14]1. (3) The reactants are: [NH:1]1[C:10]2[C:5](=[CH:6][CH:7]=[C:8]([OH:11])[CH:9]=2)[CH2:4][CH2:3][CH2:2]1.Br[CH2:13][CH2:14][F:15].C(N(C(C)C)CC)(C)C. Given the product [F:15][CH2:14][CH2:13][N:1]1[C:10]2[C:5](=[CH:6][CH:7]=[C:8]([OH:11])[CH:9]=2)[CH2:4][CH2:3][CH2:2]1, predict the reactants needed to synthesize it.